Dataset: Full USPTO retrosynthesis dataset with 1.9M reactions from patents (1976-2016). Task: Predict the reactants needed to synthesize the given product. (1) Given the product [NH2:1][CH2:2][C@@H:3]1[C@H:8]([CH3:9])[CH2:7][CH2:6][CH2:5][N:4]1[C:30]([C:29]1[CH:33]=[CH:34][C:26]([F:25])=[CH:27][C:28]=1[N:36]1[N:40]=[CH:39][CH:38]=[N:37]1)=[O:32], predict the reactants needed to synthesize it. The reactants are: [NH2:1][CH2:2][C@@H:3]1[C@H:8]([CH3:9])[CH2:7][CH2:6][CH2:5][N:4]1C(C1C=C(C)C=CC=1C1C=NN(C)C=1)=O.[F:25][C:26]1[C:34](F)=[CH:33][C:29]([C:30]([OH:32])=O)=[C:28]([N:36]2[N:40]=[CH:39][CH:38]=[N:37]2)[CH:27]=1. (2) Given the product [Cl:1][C:2]1[CH:3]=[C:4]2[C:10]([C:11]3[N:16]=[C:15]([NH:17][C@H:18]4[CH2:19][CH2:20][CH2:21][C@@H:61]([N:62]5[CH2:63][CH2:30][N:33]([CH3:34])[C:64]5=[O:65])[CH2:23]4)[C:14]([F:29])=[CH:13][N:12]=3)=[CH:9][NH:8][C:5]2=[N:6][CH:7]=1, predict the reactants needed to synthesize it. The reactants are: [Cl:1][C:2]1[CH:3]=[C:4]2[C:10]([C:11]3[N:16]=[C:15]([NH:17][C@H:18]4[CH2:23]C[CH2:21][C@@H:20](NCCNC)[CH2:19]4)[C:14]([F:29])=[CH:13][N:12]=3)=[CH:9][NH:8][C:5]2=[N:6][CH:7]=1.[CH:30]([N:33](C(C)C)[CH2:34]C)(C)C.C(=O)(OC1C=CC([N+]([O-])=O)=CC=1)OC1C=CC([N+]([O-])=O)=CC=1.[CH3:61][N:62]([CH:64]=[O:65])[CH3:63]. (3) Given the product [CH:1]([CH:4]1[CH2:9][CH2:8][CH:7]([CH2:10][CH2:11][CH2:12][C:13]([OH:15])=[O:14])[CH2:6][CH2:5]1)([CH3:3])[CH3:2], predict the reactants needed to synthesize it. The reactants are: [CH:1]([C:4]1[CH:9]=[CH:8][C:7]([CH2:10][CH2:11][CH2:12][C:13]([OH:15])=[O:14])=[CH:6][CH:5]=1)([CH3:3])[CH3:2]. (4) Given the product [Cl:42][C:38]1[CH:37]=[C:36]2[C:41]([C:32]([NH:15][CH2:14][CH2:13][CH2:17][CH2:18][CH2:19][CH2:20][CH2:12][CH2:11][N:25]3[CH2:30][CH2:29][CH2:28][CH2:27][CH2:26]3)=[CH:33][CH:34]=[N:35]2)=[CH:40][CH:39]=1, predict the reactants needed to synthesize it. The reactants are: BrCCCCCCCCBr.[C:11]1(=O)[NH:15][C:14](=O)[C:13]2=[CH:17][CH:18]=[CH:19][CH:20]=[C:12]12.[K].[I-].[K+].[NH:25]1[CH2:30][CH2:29][CH2:28][CH2:27][CH2:26]1.Cl[C:32]1[C:41]2[C:36](=[CH:37][C:38]([Cl:42])=[CH:39][CH:40]=2)[N:35]=[CH:34][CH:33]=1.C1C=CC(O)=CC=1. (5) Given the product [C:29]([C@@H:28]([NH:27][C:25]([C:22]1[CH:21]=[CH:20][C:19]([C:15]2[CH:16]=[CH:17][CH:18]=[C:13]([NH:12][S:9]([C:5]3[CH:6]=[C:7]([CH3:8])[C:2]([Cl:1])=[CH:3][C:4]=3[CH3:35])(=[O:10])=[O:11])[CH:14]=2)=[CH:24][CH:23]=1)=[O:26])[CH:32]([CH3:34])[CH3:33])(=[O:31])[NH2:38], predict the reactants needed to synthesize it. The reactants are: [Cl:1][C:2]1[C:7]([CH3:8])=[CH:6][C:5]([S:9]([NH:12][C:13]2[CH:14]=[C:15]([C:19]3[CH:24]=[CH:23][C:22]([C:25]([NH:27][C@@H:28]([CH:32]([CH3:34])[CH3:33])[C:29]([OH:31])=O)=[O:26])=[CH:21][CH:20]=3)[CH:16]=[CH:17][CH:18]=2)(=[O:11])=[O:10])=[C:4]([CH3:35])[CH:3]=1.C([N:38](CC)CC)C.CN(C(ON1N=NC2C=CC=NC1=2)=[N+](C)C)C.F[P-](F)(F)(F)(F)F.N.CO. (6) The reactants are: CNCCNC.[Cl:7][C:8]1[C:12]([NH:13][C:14](=[O:24])[CH2:15][CH2:16][S:17][CH2:18][CH2:19][C:20]([F:23])([F:22])[F:21])=[CH:11][NH:10][N:9]=1.C([O-])([O-])=O.[K+].[K+].Br[C:32]1[CH:33]=[N:34][CH:35]=[CH:36][CH:37]=1. Given the product [Cl:7][C:8]1[C:12]([NH:13][C:14](=[O:24])[CH2:15][CH2:16][S:17][CH2:18][CH2:19][C:20]([F:21])([F:22])[F:23])=[CH:11][N:10]([C:32]2[CH:33]=[N:34][CH:35]=[CH:36][CH:37]=2)[N:9]=1, predict the reactants needed to synthesize it. (7) Given the product [F:1][C:2]1[C:3]([CH2:17][NH2:18])=[CH:4][C:5]2[N:9]=[CH:8][N:7]([CH:10]3[CH2:15][CH2:14][CH2:13][CH2:12][O:11]3)[C:6]=2[CH:16]=1, predict the reactants needed to synthesize it. The reactants are: [F:1][C:2]1[C:3]([C:17]#[N:18])=[CH:4][C:5]2[N:9]=[CH:8][N:7]([CH:10]3[CH2:15][CH2:14][CH2:13][CH2:12][O:11]3)[C:6]=2[CH:16]=1.